Predict the reactants needed to synthesize the given product. From a dataset of Full USPTO retrosynthesis dataset with 1.9M reactions from patents (1976-2016). (1) The reactants are: Br[C:2]1[S:6][C:5]([C:7]2[O:11][N:10]=[C:9]([CH3:12])[N:8]=2)=[N:4][C:3]=1[CH2:13][CH:14]1[CH2:19][CH2:18][CH2:17][CH2:16][CH2:15]1.[C:20]([NH:24][S:25]([C:28]1[C:37]2[C:32](=[CH:33][CH:34]=[CH:35][CH:36]=2)[C:31](B2OC(C)(C)C(C)(C)O2)=[CH:30][CH:29]=1)(=[O:27])=[O:26])([CH3:23])([CH3:22])[CH3:21].C([O-])([O-])=O.[Na+].[Na+]. Given the product [C:20]([NH:24][S:25]([C:28]1[C:37]2[C:32](=[CH:33][CH:34]=[CH:35][CH:36]=2)[C:31]([C:2]2[S:6][C:5]([C:7]3[O:11][N:10]=[C:9]([CH3:12])[N:8]=3)=[N:4][C:3]=2[CH2:13][CH:14]2[CH2:19][CH2:18][CH2:17][CH2:16][CH2:15]2)=[CH:30][CH:29]=1)(=[O:27])=[O:26])([CH3:23])([CH3:21])[CH3:22], predict the reactants needed to synthesize it. (2) Given the product [Br:1][C:2]1[CH:7]=[C:6]([O:8][CH2:12][C:11]([F:15])([F:14])[F:10])[C:5]([F:9])=[CH:4][N:3]=1, predict the reactants needed to synthesize it. The reactants are: [Br:1][C:2]1[CH:7]=[C:6]([OH:8])[C:5]([F:9])=[CH:4][N:3]=1.[F:10][C:11]([F:15])([F:14])[CH2:12]I.C(=O)([O-])[O-].[K+].[K+]. (3) The reactants are: Cl[C:2]1[CH:3]=[C:4]([NH:10][C:11]2[N:16]=[CH:15][C:14]([N:17]3[C@H:22]4[CH2:23][CH2:24][C@@H:18]3[CH2:19][N:20]([C:25]([O:27][C:28]([CH3:31])([CH3:30])[CH3:29])=[O:26])[CH2:21]4)=[CH:13][CH:12]=2)[C:5](=[O:9])[N:6]([CH3:8])[N:7]=1.[C:32]([O:35][CH2:36][C:37]1[C:42](B2OC(C)(C)C(C)(C)O2)=[CH:41][CH:40]=[CH:39][C:38]=1[N:52]1[N:61]=[CH:60][C:59]2[C:54](=[C:55]([F:66])[CH:56]=[C:57]([C:62]([CH3:65])([CH3:64])[CH3:63])[CH:58]=2)[C:53]1=[O:67])(=[O:34])[CH3:33].CC(C1C=C(C(C)C)C(C2C=CC=CC=2P(C2CCCCC2)C2CCCCC2)=C(C(C)C)C=1)C.P([O-])([O-])([O-])=O.[K+].[K+].[K+]. Given the product [C:32]([O:35][CH2:36][C:37]1[C:38]([N:52]2[N:61]=[CH:60][C:59]3[C:54](=[C:55]([F:66])[CH:56]=[C:57]([C:62]([CH3:64])([CH3:63])[CH3:65])[CH:58]=3)[C:53]2=[O:67])=[CH:39][CH:40]=[CH:41][C:42]=1[C:2]1[CH:3]=[C:4]([NH:10][C:11]2[N:16]=[CH:15][C:14]([N:17]3[CH:22]4[CH2:23][CH2:24][CH:18]3[CH2:19][N:20]([C:25]([O:27][C:28]([CH3:29])([CH3:30])[CH3:31])=[O:26])[CH2:21]4)=[CH:13][CH:12]=2)[C:5](=[O:9])[N:6]([CH3:8])[N:7]=1)(=[O:34])[CH3:33], predict the reactants needed to synthesize it. (4) Given the product [Cl:1][C:2]1[CH:3]=[C:4]2[C:8](=[CH:9][CH:10]=1)[N:7]([CH:34]=[C:35]([C:37]1[CH:42]=[CH:41][C:40]([Cl:43])=[C:39]([Cl:44])[CH:38]=1)[CH3:36])[C:6]1[CH:11]([CH3:16])[N:12]([CH3:15])[CH2:13][CH2:14][C:5]2=1, predict the reactants needed to synthesize it. The reactants are: [Cl:1][C:2]1[CH:3]=[C:4]2[C:8](=[CH:9][CH:10]=1)[NH:7][C:6]1[CH:11]([CH3:16])[N:12]([CH3:15])[CH2:13][CH2:14][C:5]2=1.N1CCC[C@H]1C(O)=O.[O-]P([O-])([O-])=O.[K+].[K+].[K+].Br[CH:34]=[C:35]([C:37]1[CH:42]=[CH:41][C:40]([Cl:43])=[C:39]([Cl:44])[CH:38]=1)[CH3:36]. (5) Given the product [CH2:1]([N:8]1[C:9]2=[N:24][C:23]3[C:22]([C:27]([NH2:28])=[C:10]2[CH2:11][CH2:12]1)=[CH:21][C:20]([Br:19])=[CH:26][CH:25]=3)[C:2]1[CH:7]=[CH:6][CH:5]=[CH:4][CH:3]=1, predict the reactants needed to synthesize it. The reactants are: [CH2:1]([N:8]1[CH2:12][CH2:11][CH2:10][C:9]1=O)[C:2]1[CH:7]=[CH:6][CH:5]=[CH:4][CH:3]=1.P(Cl)(Cl)(Cl)=O.[Br:19][C:20]1[CH:26]=[CH:25][C:23]([NH2:24])=[C:22]([C:27]#[N:28])[CH:21]=1.[OH-].[Na+]. (6) Given the product [CH2:17]([O:16][P:15]([CH2:13][CH2:14][NH:12][CH2:11][CH2:10][CH2:9][NH:8][C:6]([O:5][C:1]([CH3:4])([CH3:3])[CH3:2])=[O:7])(=[O:22])[O:19][CH2:20][CH3:21])[CH3:18], predict the reactants needed to synthesize it. The reactants are: [C:1]([O:5][C:6]([NH:8][CH2:9][CH2:10][CH2:11][NH2:12])=[O:7])([CH3:4])([CH3:3])[CH3:2].[CH:13]([P:15](=[O:22])([O:19][CH2:20][CH3:21])[O:16][CH2:17][CH3:18])=[CH2:14]. (7) The reactants are: OS(O)(=O)=O.[Cl:6][C:7]1[C:8]([O:16][CH3:17])=[CH:9][C:10]([O:14][CH3:15])=[C:11]([NH2:13])[CH:12]=1.N([O-])=O.[Na+].[N-:22]=[N+:23]=[N-].[Na+]. Given the product [N:13]([C:11]1[CH:12]=[C:7]([Cl:6])[C:8]([O:16][CH3:17])=[CH:9][C:10]=1[O:14][CH3:15])=[N+:22]=[N-:23], predict the reactants needed to synthesize it. (8) Given the product [C:64]([NH:56][C:53]1[CH:54]=[CH:55][C:50]([C:47]2[O:46][C:45]([C:42]3[CH:43]=[CH:44][C:39]([NH:38][C:20](=[O:19])[C:23]4[CH:24]=[CH:25][CH:26]=[CH:27][CH:28]=4)=[CH:40][CH:41]=3)=[CH:49][CH:48]=2)=[CH:51][CH:52]=1)(=[O:71])[C:65]1[CH:70]=[CH:69][CH:68]=[CH:67][CH:66]=1, predict the reactants needed to synthesize it. The reactants are: Cl.Cl.C(NC1C=CC(C2[O:19][C:20]([C:23]3[CH:28]=[CH:27][C:26](NC(=N)C4C=CC=CC=4)=[CH:25][CH:24]=3)=CC=2)=CC=1)(=N)C1C=CC=CC=1.[NH2:38][C:39]1[CH:44]=[CH:43][C:42]([C:45]2[O:46][C:47]([C:50]3[CH:55]=[CH:54][C:53]([NH2:56])=[CH:52][CH:51]=3)=[CH:48][CH:49]=2)=[CH:41][CH:40]=1.C(N(CC)CC)C.[C:64](Cl)(=[O:71])[C:65]1[CH:70]=[CH:69][CH:68]=[CH:67][CH:66]=1. (9) Given the product [CH2:4]([C:3]1[N:23]([CH2:24][CH2:25][NH:26][C:27](=[O:33])[O:28][C:29]([CH3:30])([CH3:32])[CH3:31])[C:22]2[C:21]3[CH:20]=[CH:19][CH:18]=[CH:17][C:16]=3[N:15]=[CH:14][C:13]=2[N:12]=1)[CH2:5][CH2:6][CH3:7], predict the reactants needed to synthesize it. The reactants are: CO[C:3](OC)(OC)[CH2:4][CH2:5][CH2:6][CH3:7].[NH2:12][C:13]1[CH:14]=[N:15][C:16]2[C:21]([C:22]=1[NH:23][CH2:24][CH2:25][NH:26][C:27](=[O:33])[O:28][C:29]([CH3:32])([CH3:31])[CH3:30])=[CH:20][CH:19]=[CH:18][CH:17]=2.